This data is from Peptide-MHC class I binding affinity with 185,985 pairs from IEDB/IMGT. The task is: Regression. Given a peptide amino acid sequence and an MHC pseudo amino acid sequence, predict their binding affinity value. This is MHC class I binding data. (1) The peptide sequence is ISEDMHTDK. The MHC is HLA-B15:17 with pseudo-sequence HLA-B15:17. The binding affinity (normalized) is 0.307. (2) The binding affinity (normalized) is 0.0847. The MHC is HLA-A30:01 with pseudo-sequence HLA-A30:01. The peptide sequence is IPVSTNGKI.